From a dataset of Full USPTO retrosynthesis dataset with 1.9M reactions from patents (1976-2016). Predict the reactants needed to synthesize the given product. (1) Given the product [NH:1]1[C:9]2[C:4](=[CH:5][C:6]([NH:10][C:11]3[C:16]([C:17]#[N:18])=[CH:15][N+:14]([O-:19])=[C:13]4[S:20][C:21]([C:23]5[CH:28]=[CH:27][CH:26]=[CH:25][CH:24]=5)=[CH:22][C:12]=34)=[CH:7][CH:8]=2)[CH:3]=[CH:2]1.[C:23]1([C:29]2[S:40][C:32]3=[N+:33]([O-:49])[CH:34]=[C:35]([C:38]#[N:39])[C:36]([Cl:37])=[C:31]3[CH:30]=2)[CH:24]=[CH:25][CH:26]=[CH:27][CH:28]=1, predict the reactants needed to synthesize it. The reactants are: [NH:1]1[C:9]2[C:4](=[CH:5][C:6]([NH:10][C:11]3[C:16]([C:17]#[N:18])=[CH:15][N+:14]([O-:19])=[C:13]4[S:20][CH:21]=[CH:22][C:12]=34)=[CH:7][CH:8]=2)[CH:3]=[CH:2]1.[C:23]1([C:29]2[S:40][C:32]3=[N:33][CH:34]=[C:35]([C:38]#[N:39])[C:36]([Cl:37])=[C:31]3[CH:30]=2)[CH:28]=[CH:27][CH:26]=[CH:25][CH:24]=1.C1C=C(Cl)C=C(C(OO)=[O:49])C=1. (2) Given the product [F:29][CH:2]([F:1])[C:3]1[O:8][C:7]([CH:9]2[CH2:14][C:13]([CH3:28])([S:15]([C:18]3[CH:23]=[CH:22][CH:21]=[C:20]([C:24]([F:26])([F:27])[F:25])[CH:19]=3)(=[O:17])=[O:16])[CH2:12][CH2:11][O:10]2)=[N:6][N:5]=1, predict the reactants needed to synthesize it. The reactants are: [F:1][CH:2]([F:29])[C:3]([NH:5][NH:6][C:7]([CH:9]1[CH2:14][C:13]([CH3:28])([S:15]([C:18]2[CH:23]=[CH:22][CH:21]=[C:20]([C:24]([F:27])([F:26])[F:25])[CH:19]=2)(=[O:17])=[O:16])[CH2:12][CH2:11][O:10]1)=[O:8])=O.O=P(Cl)(Cl)Cl.